Dataset: Forward reaction prediction with 1.9M reactions from USPTO patents (1976-2016). Task: Predict the product of the given reaction. (1) Given the reactants Br[C:2]1[CH:3]=[C:4]2[C:9](=[CH:10][N:11]=1)[N:8]([CH2:12][C:13]1[CH:14]=[N:15][N:16]([CH3:18])[CH:17]=1)[CH:7]=[C:6]([C:19]([O:21]CC)=[O:20])[C:5]2=[O:24].[CH2:25]([NH:27][C:28](=[O:48])[NH:29][C:30]1[N:35]=[CH:34][C:33](B(O)O)=[C:32]([C:39]2[S:40][CH:41]=[C:42]([C:44]([F:47])([F:46])[F:45])[N:43]=2)[CH:31]=1)[CH3:26].C(=O)([O-])[O-].[K+].[K+], predict the reaction product. The product is: [CH2:25]([NH:27][C:28](=[O:48])[NH:29][C:30]1[N:35]=[CH:34][C:33]([C:2]2[CH:3]=[C:4]3[C:9](=[CH:10][N:11]=2)[N:8]([CH2:12][C:13]2[CH:14]=[N:15][N:16]([CH3:18])[CH:17]=2)[CH:7]=[C:6]([C:19]([OH:21])=[O:20])[C:5]3=[O:24])=[C:32]([C:39]2[S:40][CH:41]=[C:42]([C:44]([F:47])([F:46])[F:45])[N:43]=2)[CH:31]=1)[CH3:26]. (2) Given the reactants [N:1]1[CH:6]=[CH:5][CH:4]=[C:3]([C:7]2[N:11]=[C:10]([C@@H:12]3[CH2:16][CH2:15][CH2:14][N:13]3C(OC(C)(C)C)=O)[O:9][N:8]=2)[CH:2]=1, predict the reaction product. The product is: [N:1]1[CH:6]=[CH:5][CH:4]=[C:3]([C:7]2[N:11]=[C:10]([C@@H:12]3[CH2:16][CH2:15][CH2:14][NH:13]3)[O:9][N:8]=2)[CH:2]=1.